Dataset: Reaction yield outcomes from USPTO patents with 853,638 reactions. Task: Predict the reaction yield, written as a fraction of the theoretical maximum amount of product (1.0 means a 100% yield; for example, 0.34 means a 34% yield). The reactants are [CH:1]1[CH:6]=[C:5]2[CH:7]=[CH:8][CH:9]=[C:10]([CH2:11][C@H:12]([NH2:16])[C:13]([OH:15])=[O:14])[C:4]2=[CH:3][CH:2]=1.[N:17]1([C:23](Cl)=[O:24])[CH2:22][CH2:21][O:20][CH2:19][CH2:18]1. The catalyst is [OH-].[Na+].C([O-])([O-])=O.[Na+].[Na+]. The product is [N:17]1([C:23]([NH:16][C@@H:12]([CH2:11][C:10]2[C:4]3[C:5](=[CH:6][CH:1]=[CH:2][CH:3]=3)[CH:7]=[CH:8][CH:9]=2)[C:13]([OH:15])=[O:14])=[O:24])[CH2:22][CH2:21][O:20][CH2:19][CH2:18]1. The yield is 0.380.